Dataset: Reaction yield outcomes from USPTO patents with 853,638 reactions. Task: Predict the reaction yield, written as a fraction of the theoretical maximum amount of product (1.0 means a 100% yield; for example, 0.34 means a 34% yield). (1) The reactants are [CH2:1](Cl)[C:2]1[CH:7]=[CH:6][CH:5]=[CH:4][CH:3]=1.[Cl:9][C:10]1[CH:15]=[CH:14][N:13]=[C:12]([C:16]2[CH:21]=[CH:20][N:19]=[CH:18][CH:17]=2)[N:11]=1.[BH4-].[Na+].O. The catalyst is CC#N.CCOC(C)=O. The product is [CH2:1]([N:19]1[CH2:18][CH:17]=[C:16]([C:12]2[N:11]=[C:10]([Cl:9])[CH:15]=[CH:14][N:13]=2)[CH2:21][CH2:20]1)[C:2]1[CH:7]=[CH:6][CH:5]=[CH:4][CH:3]=1. The yield is 0.570. (2) The product is [Cl:1][C:2]1[CH:11]=[C:10]2[C:5]([CH2:6][CH2:7][N:8]([C:13]3[CH:14]=[N:15][CH:16]=[CH:17][C:18]=3[CH:19]3[CH2:20][CH2:21]3)[C:9]2=[O:12])=[CH:4][C:3]=1[OH:22]. The catalyst is C(Cl)Cl. The reactants are [Cl:1][C:2]1[CH:11]=[C:10]2[C:5]([CH2:6][CH2:7][N:8]([C:13]3[CH:14]=[N:15][CH:16]=[CH:17][C:18]=3[CH:19]3[CH2:21][CH2:20]3)[C:9]2=[O:12])=[CH:4][C:3]=1[O:22]C.B(Br)(Br)Br. The yield is 0.947.